Dataset: Reaction yield outcomes from USPTO patents with 853,638 reactions. Task: Predict the reaction yield, written as a fraction of the theoretical maximum amount of product (1.0 means a 100% yield; for example, 0.34 means a 34% yield). (1) The reactants are [CH2:1]([O:3][C:4]1[CH:5]=[C:6]2[C:11](=[CH:12][C:13]=1[O:14][CH:15]([CH3:17])[CH3:16])[N:10]=[CH:9][NH:8][C:7]2=O)[CH3:2].[ClH:19].C(N(CC)CC)C. The catalyst is P(Cl)(Cl)(Cl)=O. The product is [Cl:19][C:7]1[C:6]2[C:11](=[CH:12][C:13]([O:14][CH:15]([CH3:17])[CH3:16])=[C:4]([O:3][CH2:1][CH3:2])[CH:5]=2)[N:10]=[CH:9][N:8]=1. The yield is 0.870. (2) The reactants are [CH3:1][O:2][C:3]1[CH:12]=[CH:11][CH:10]=[C:9]2[C:4]=1[CH2:5][CH:6]([NH2:13])[CH2:7][O:8]2.[CH:14](=O)[CH2:15][CH3:16].C(O)(=O)C.C(O[BH-](OC(=O)C)OC(=O)C)(=O)C.[Na+]. The catalyst is ClCCCl.CCOC(C)=O.CCCCCC. The product is [CH3:1][O:2][C:3]1[CH:12]=[CH:11][CH:10]=[C:9]2[C:4]=1[CH2:5][CH:6]([NH:13][CH2:14][CH2:15][CH3:16])[CH2:7][O:8]2. The yield is 0.650. (3) The reactants are C(=O)([O:7][C:8]1[N:12]([C:13]2[CH:18]=[CH:17][CH:16]=[CH:15][N:14]=2)[N:11]=[C:10]([C:19]2[CH:24]=[CH:23][C:22]([C:25]3[CH:30]=[CH:29][C:28]([O:31][CH3:32])=[CH:27][CH:26]=3)=[CH:21][CH:20]=2)[CH:9]=1)OC(C)(C)C.C(=O)(OC(C)(C)C)OC1N(C2C=CC=CN=2)N=C(C2C=CC(C3C=CC=CC=3)=CC=2)C=1. No catalyst specified. The product is [CH3:32][O:31][C:28]1[CH:27]=[CH:26][C:25]([C:22]2[CH:21]=[CH:20][C:19]([C:10]3[CH:9]=[C:8]([OH:7])[N:12]([C:13]4[CH:18]=[CH:17][CH:16]=[CH:15][N:14]=4)[N:11]=3)=[CH:24][CH:23]=2)=[CH:30][CH:29]=1. The yield is 0.620. (4) The reactants are Cl[C:2]1[CH:12]=[CH:11][C:5]([C:6]([O:8][CH2:9][CH3:10])=[O:7])=[CH:4][C:3]=1[N+:13]([O-:15])=[O:14].C([O-])([O-])=O.[K+].[K+].[CH3:22][CH:23]1[CH2:28][CH2:27][CH:26]([NH2:29])[CH2:25][CH2:24]1. No catalyst specified. The product is [CH3:22][CH:23]1[CH2:28][CH2:27][CH:26]([NH:29][C:2]2[CH:12]=[CH:11][C:5]([C:6]([O:8][CH2:9][CH3:10])=[O:7])=[CH:4][C:3]=2[N+:13]([O-:15])=[O:14])[CH2:25][CH2:24]1. The yield is 0.880. (5) The catalyst is C(Cl)Cl.CO. The reactants are [O:1]=[C:2]1[C:11]2[C:6](=[CH:7][CH:8]=[CH:9][CH:10]=2)[CH2:5][CH2:4][N:3]1[CH2:12][CH2:13][NH:14][C:15](=O)OC(C)(C)C.FC(F)(F)C(O)=O.[F:29][C:30]([F:46])([F:45])[C@@H:31]([NH:40][S:41]([CH3:44])(=[O:43])=[O:42])[C:32]1[CH:37]=[CH:36][C:35](C=O)=[CH:34][CH:33]=1.C(O)(=O)C.C(O[BH-](OC(=O)C)OC(=O)C)(=O)C.[Na+].[ClH:65]. The product is [ClH:65].[F:46][C:30]([F:29])([F:45])[C@@H:31]([NH:40][S:41]([CH3:44])(=[O:43])=[O:42])[C:32]1[CH:33]=[CH:34][C:35]([CH2:15][NH:14][CH2:13][CH2:12][N:3]2[CH2:4][CH2:5][C:6]3[C:11](=[CH:10][CH:9]=[CH:8][CH:7]=3)[C:2]2=[O:1])=[CH:36][CH:37]=1. The yield is 0.0370. (6) The reactants are [Cl:1][C:2]1[CH:3]=[CH:4][C:5](=[O:37])[N:6]([CH2:8][C:9]2[CH:14]=[CH:13][C:12]([CH2:15][N:16]3[CH:24]=[C:23]4[C:18]([N:19]=[CH:20][N:21]=[C:22]4[NH:25][CH2:26][C:27]4[C:28]([CH3:36])=[N:29][C:30]([O:34]C)=[CH:31][C:32]=4[CH3:33])=[N:17]3)=[CH:11][CH:10]=2)[CH:7]=1.[Si](I)(C)(C)C. The catalyst is ClCCl. The product is [Cl:1][C:2]1[CH:3]=[CH:4][C:5](=[O:37])[N:6]([CH2:8][C:9]2[CH:10]=[CH:11][C:12]([CH2:15][N:16]3[CH:24]=[C:23]4[C:18]([N:19]=[CH:20][N:21]=[C:22]4[NH:25][CH2:26][C:27]4[C:28]([CH3:36])=[N:29][C:30]([OH:34])=[CH:31][C:32]=4[CH3:33])=[N:17]3)=[CH:13][CH:14]=2)[CH:7]=1. The yield is 0.320. (7) The reactants are C([O-])([O-])=O.[K+].[K+].[Cl:7][C:8]1[C:15]([CH2:16]C)=[C:14](F)[CH:13]=[CH:12][C:9]=1[C:10]#[N:11].[NH2:19][C@@H:20]([C:24]([OH:26])=[O:25])[C@@H:21]([CH3:23])[OH:22].O. The catalyst is CS(C)=O. The product is [Cl:7][C:8]1[C:15]([CH3:16])=[C:14]([NH:19][C@H:20]([C@H:21]([OH:22])[CH3:23])[C:24]([OH:26])=[O:25])[CH:13]=[CH:12][C:9]=1[C:10]#[N:11]. The yield is 0.320.